From a dataset of Forward reaction prediction with 1.9M reactions from USPTO patents (1976-2016). Predict the product of the given reaction. (1) Given the reactants [NH2:1][C:2]1[N:6]([C:7]2[C:12]([CH3:13])=[CH:11][CH:10]=[CH:9][C:8]=2[CH3:14])[N:5]=[CH:4][C:3]=1[C:15]([NH2:17])=[O:16].[Cl:18][C:19]1[CH:20]=[C:21]([CH2:25][C:26](OC)=O)[CH:22]=[CH:23][CH:24]=1.[H-].[Na+].Cl, predict the reaction product. The product is: [Cl:18][C:19]1[CH:20]=[C:21]([CH:22]=[CH:23][CH:24]=1)[CH2:25][C:26]1[NH:17][C:15](=[O:16])[C:3]2[CH:4]=[N:5][N:6]([C:7]3[C:12]([CH3:13])=[CH:11][CH:10]=[CH:9][C:8]=3[CH3:14])[C:2]=2[N:1]=1. (2) Given the reactants [OH:1][C:2]1[CH:7]=[CH:6][C:5]([C:8]2[CH:13]=[C:12]([CH2:14][CH2:15][CH3:16])[CH:11]=[C:10]([C:17]#[N:18])[C:9]=2[CH:19]=[CH2:20])=[CH:4][CH:3]=1.[NH2:21][OH:22], predict the reaction product. The product is: [OH:22][N:21]=[C:17]([C:10]1[C:9]([CH:19]=[CH2:20])=[C:8]([C:5]2[CH:4]=[CH:3][C:2]([OH:1])=[CH:7][CH:6]=2)[CH:13]=[C:12]([CH2:14][CH2:15][CH3:16])[CH:11]=1)[NH2:18]. (3) Given the reactants [CH:1]1[C:14]2[C:13]3[C:8]([CH:9]=[CH:10][C:11]4[C:12]=3N=CN=4)=[C:7]3[N:18]=[CH:19][CH2:20][N:6]3[C:5]=2[CH:4]=[CH:3][CH:2]=1.[CH2:21]([Li])[CH2:22][CH2:23][CH3:24].[C:26]1([P:32](Cl)([C:34]2[CH:39]=[CH:38][CH:37]=[CH:36][CH:35]=2)=[O:33])[CH:31]=[CH:30][CH:29]=[CH:28][CH:27]=1.[Cl-].[NH4+].[CH2:43]1COC[CH2:44]1, predict the reaction product. The product is: [C:24]1([P:32]([C:34]2[CH:39]=[C:38]([C:19]3[N:18]=[C:7]4[C:8]5[CH:9]=[CH:10][CH:11]=[CH:12][C:13]=5[C:14]5[CH:1]=[CH:2][CH:3]=[CH:4][C:5]=5[N:6]4[CH:20]=3)[CH:37]=[CH:36][CH:35]=2)([C:26]2[CH:31]=[CH:30][CH:29]=[CH:28][CH:27]=2)=[O:33])[CH:44]=[CH:43][CH:21]=[CH:22][CH:23]=1. (4) Given the reactants [S:1]1[CH:5]=[C:4]([C:6]2[N:15]=[C:14]([C:16]([OH:18])=O)[C:13]3[C:8](=[CH:9][CH:10]=[CH:11][CH:12]=3)[N:7]=2)[N:3]=[CH:2]1.Cl.[OH:20][C:21]1[C:30]([O:31][CH3:32])=[CH:29][CH:28]=[C:27]2[C:22]=1[CH2:23][CH2:24][NH:25][CH2:26]2, predict the reaction product. The product is: [S:1]1[CH:5]=[C:4]([C:6]2[N:15]=[C:14]([C:16]([N:25]3[CH2:24][CH2:23][C:22]4[C:27](=[CH:28][CH:29]=[C:30]([O:31][CH3:32])[C:21]=4[OH:20])[CH2:26]3)=[O:18])[C:13]3[C:8](=[CH:9][CH:10]=[CH:11][CH:12]=3)[N:7]=2)[N:3]=[CH:2]1.